Predict which catalyst facilitates the given reaction. From a dataset of Catalyst prediction with 721,799 reactions and 888 catalyst types from USPTO. (1) Reactant: Cl.[OH:2][C:3]1[CH:8]=[CH:7][C:6]([C:9](=O)[CH2:10][CH3:11])=[CH:5][C:4]=1[CH3:13].Cl.[CH3:15][O:16][NH2:17].C(=O)(O)[O-].[Na+]. Product: [CH3:13][C:4]1[CH:5]=[C:6]([C:9](=[N:17][O:16][CH3:15])[CH2:10][CH3:11])[CH:7]=[CH:8][C:3]=1[OH:2]. The catalyst class is: 8. (2) Reactant: [C:1]([O:5][C:6]([C@H:8]1[C@H:12]([C:13]2[CH:18]=[CH:17][CH:16]=[C:15]([Cl:19])[C:14]=2[F:20])[C@:11]([C:23]2[CH:28]=[CH:27][C:26]([Cl:29])=[CH:25][C:24]=2[F:30])([C:21]#[N:22])[C@@H:10]([CH3:31])[NH:9]1)=[O:7])([CH3:4])([CH3:3])[CH3:2].Br[CH2:33][CH:34]=[C:35]([CH3:37])[CH3:36].C(=O)([O-])[O-].[Cs+].[Cs+]. Product: [C:1]([O:5][C:6]([CH:8]1[CH:12]([C:13]2[CH:18]=[CH:17][CH:16]=[C:15]([Cl:19])[C:14]=2[F:20])[C:11]([C:23]2[CH:28]=[CH:27][C:26]([Cl:29])=[CH:25][C:24]=2[F:30])([C:21]#[N:22])[CH:10]([CH3:31])[N:9]1[CH2:33][CH:34]=[C:35]([CH3:37])[CH3:36])=[O:7])([CH3:4])([CH3:2])[CH3:3]. The catalyst class is: 3. (3) Reactant: [CH3:1][O:2][C:3](=[O:25])[CH2:4][C:5]1[CH:6]=[C:7]([C:13]2[CH:18]=[CH:17][C:16]([C:19]([F:22])([F:21])[F:20])=[CH:15][C:14]=2[CH2:23]O)[C:8]([O:11][CH3:12])=[CH:9][CH:10]=1.[CH3:26][C:27]1([C:34]2[CH:39]=[CH:38][CH:37]=[CH:36][CH:35]=2)[NH:31][C:30](=[O:32])[NH:29][C:28]1=[O:33].C1(P(C2C=CC=CC=2)C2C=CC=CC=2)C=CC=CC=1.N(C(OC(C)C)=O)=NC(OC(C)C)=O. Product: [CH3:1][O:2][C:3](=[O:25])[CH2:4][C:5]1[CH:6]=[C:7]([C:13]2[CH:18]=[CH:17][C:16]([C:19]([F:21])([F:22])[F:20])=[CH:15][C:14]=2[CH2:23][N:29]2[C:28](=[O:33])[C:27]([CH3:26])([C:34]3[CH:35]=[CH:36][CH:37]=[CH:38][CH:39]=3)[NH:31][C:30]2=[O:32])[C:8]([O:11][CH3:12])=[CH:9][CH:10]=1. The catalyst class is: 1. (4) Reactant: [C:1]([O:5][C:6]([N:8]1[CH2:13][CH2:12][CH:11]([N:14]2[C:18]3[CH:19]=[CH:20][CH:21]=[CH:22][C:17]=3[NH:16][C:15]2=[O:23])[CH2:10][CH2:9]1)=[O:7])([CH3:4])([CH3:3])[CH3:2].C[Si]([N-][Si](C)(C)C)(C)C.[K+].Br[CH2:35][C:36]#[N:37]. Product: [C:1]([O:5][C:6]([N:8]1[CH2:13][CH2:12][CH:11]([N:14]2[C:18]3[CH:19]=[CH:20][CH:21]=[CH:22][C:17]=3[N:16]([CH2:35][C:36]#[N:37])[C:15]2=[O:23])[CH2:10][CH2:9]1)=[O:7])([CH3:4])([CH3:2])[CH3:3]. The catalyst class is: 1.